This data is from Catalyst prediction with 721,799 reactions and 888 catalyst types from USPTO. The task is: Predict which catalyst facilitates the given reaction. (1) Reactant: OC(C(F)(F)F)=O.[N:8]1([CH2:14][C:15]2[N:16]=[N:17][C:18]3[C:19](=[C:21]([NH2:26])[N:22]=[C:23]([NH2:25])[N:24]=3)[N:20]=2)[CH2:13][CH2:12][NH:11][CH2:10][CH2:9]1.[CH3:27][C:28]1[CH:35]=[C:34]([CH3:36])[CH:33]=[CH:32][C:29]=1[CH2:30]Cl.C(=O)([O-])[O-].[K+].[K+].CC#N.O. Product: [CH3:27][C:28]1[CH:35]=[C:34]([CH3:36])[CH:33]=[CH:32][C:29]=1[CH2:30][N:11]1[CH2:12][CH2:13][N:8]([CH2:14][C:15]2[N:16]=[N:17][C:18]3[C:19](=[C:21]([NH2:26])[N:22]=[C:23]([NH2:25])[N:24]=3)[N:20]=2)[CH2:9][CH2:10]1. The catalyst class is: 3. (2) Reactant: [CH3:1][C:2]1([CH3:23])[NH:7][C:6](=[O:8])[C:5]2[S:9][C:10]([N:12]3[C:17]4[CH:18]=[C:19]([OH:22])[CH:20]=[CH:21][C:16]=4[O:15][CH2:14][CH2:13]3)=[N:11][C:4]=2[CH2:3]1.F[C:25]1[CH:30]=[CH:29][CH:28]=[C:27]([C:31]([NH2:33])=[O:32])[N:26]=1.CC(C)([O-])C.[Na+]. Product: [CH3:1][C:2]1([CH3:23])[NH:7][C:6](=[O:8])[C:5]2[S:9][C:10]([N:12]3[C:17]4[CH:18]=[C:19]([O:22][C:25]5[N:26]=[C:27]([C:31]([NH2:33])=[O:32])[CH:28]=[CH:29][CH:30]=5)[CH:20]=[CH:21][C:16]=4[O:15][CH2:14][CH2:13]3)=[N:11][C:4]=2[CH2:3]1. The catalyst class is: 1. (3) Reactant: [Si]([O:8][C:9]1[CH:10]=[C:11]([CH:27]=[CH:28][CH:29]=1)[CH2:12][O:13][C:14]1[C:15]([NH:20][C:21]2[S:22][CH:23]=[C:24]([CH3:26])[N:25]=2)=[N:16][CH:17]=[CH:18][CH:19]=1)(C(C)(C)C)(C)C.CCCC[N+](CCCC)(CCCC)CCCC.[F-].[NH4+].[Cl-:49]. Product: [ClH:49].[CH3:26][C:24]1[N:25]=[C:21]([NH:20][C:15]2[C:14]([O:13][CH2:12][C:11]3[CH:10]=[C:9]([OH:8])[CH:29]=[CH:28][CH:27]=3)=[CH:19][CH:18]=[CH:17][N:16]=2)[S:22][CH:23]=1. The catalyst class is: 1.